From a dataset of Full USPTO retrosynthesis dataset with 1.9M reactions from patents (1976-2016). Predict the reactants needed to synthesize the given product. (1) Given the product [OH:17][C@@H:11]1[CH2:10][N:9]([CH2:8][CH2:7][CH:6]([N:18]2[CH2:23][CH2:22][N:21]([C:24]3[CH:29]=[CH:28][CH:27]=[C:26]([O:30][C:31]([F:34])([F:33])[F:32])[CH:25]=3)[CH:20]([CH3:35])[C:19]2=[O:36])[C:5]([OH:37])=[O:4])[CH2:16][CH2:15][C:12]21[CH2:14][CH2:13]2, predict the reactants needed to synthesize it. The reactants are: [BH4-].[Na+].C[O:4][C:5](=[O:37])[CH:6]([N:18]1[CH2:23][CH2:22][N:21]([C:24]2[CH:29]=[CH:28][CH:27]=[C:26]([O:30][C:31]([F:34])([F:33])[F:32])[CH:25]=2)[CH:20]([CH3:35])[C:19]1=[O:36])[CH2:7][CH2:8][N:9]1[CH2:16][CH2:15][C:12]2([CH2:14][CH2:13]2)[C@H:11]([OH:17])[CH2:10]1.OS([O-])(=O)=O.[K+].C(Cl)Cl. (2) Given the product [OH:1][C:2]1[C:7]([C:8]#[N:9])=[CH:6][N:5]=[CH:4][C:3]=1[I:10], predict the reactants needed to synthesize it. The reactants are: [OH:1][C:2]1[C:7]([C:8]#[N:9])=[CH:6][N:5]=[CH:4][CH:3]=1.[I:10]I.[OH-].[Na+]. (3) Given the product [Cl:20][C:17]1[CH:16]=[CH:15][C:14]([S:11]([N:10]([CH2:21][C:22]2[CH:27]=[CH:26][C:25]([C:28]3[O:29][CH:30]=[CH:31][N:32]=3)=[CH:24][C:23]=2[F:33])[C@@H:5]2[CH2:6][CH2:7][CH2:8][CH2:9][C@H:4]2[C:1]([OH:3])([CH3:34])[CH3:2])(=[O:13])=[O:12])=[CH:19][CH:18]=1, predict the reactants needed to synthesize it. The reactants are: [C:1]([C@@H:4]1[CH2:9][CH2:8][CH2:7][CH2:6][C@H:5]1[N:10]([CH2:21][C:22]1[CH:27]=[CH:26][C:25]([C:28]2[O:29][CH:30]=[CH:31][N:32]=2)=[CH:24][C:23]=1[F:33])[S:11]([C:14]1[CH:19]=[CH:18][C:17]([Cl:20])=[CH:16][CH:15]=1)(=[O:13])=[O:12])(=[O:3])[CH3:2].[CH3:34][Mg]Br.C1(C)C=CC=CC=1.O1CCCC1. (4) Given the product [CH3:6][C:7]1([CH3:18])[CH2:16][CH2:15][CH2:14][C:13]2[CH:12]=[C:11]([O:17][CH2:1][C@@H:3]3[CH2:4][O:5]3)[CH:10]=[CH:9][C:8]1=2, predict the reactants needed to synthesize it. The reactants are: [CH2:1]([C@@H:3]1[O:5][CH2:4]1)Cl.[CH3:6][C:7]1([CH3:18])[CH2:16][CH2:15][CH2:14][C:13]2[CH:12]=[C:11]([OH:17])[CH:10]=[CH:9][C:8]1=2.C(=O)([O-])[O-].[K+].[K+]. (5) Given the product [N:12]1[CH:13]=[CH:14][CH:15]=[C:10]([C:9]2[NH:8][C:1]3[CH:6]=[CH:5][CH:4]=[CH:3][C:2]=3[N:7]=2)[CH:11]=1, predict the reactants needed to synthesize it. The reactants are: [C:1]1([NH2:8])[C:2]([NH2:7])=[CH:3][CH:4]=[CH:5][CH:6]=1.[C:9](O)(=O)[C:10]1[CH:15]=[CH:14][CH:13]=[N:12][CH:11]=1. (6) Given the product [NH2:19][CH2:18][C:5]1([CH:4]([CH:1]2[CH2:2][CH2:3]2)[OH:20])[CH2:10][CH2:9][CH:8]([S:11]([CH2:14][CH:15]2[CH2:17][CH2:16]2)(=[O:12])=[O:13])[CH2:7][CH2:6]1, predict the reactants needed to synthesize it. The reactants are: [CH:1]1([CH:4]([OH:20])[C:5]2([C:18]#[N:19])[CH2:10][CH2:9][CH:8]([S:11]([CH2:14][CH:15]3[CH2:17][CH2:16]3)(=[O:13])=[O:12])[CH2:7][CH2:6]2)[CH2:3][CH2:2]1.O.